This data is from Drug-target binding data from BindingDB using IC50 measurements. The task is: Regression. Given a target protein amino acid sequence and a drug SMILES string, predict the binding affinity score between them. We predict pIC50 (pIC50 = -log10(IC50 in M); higher means more potent). Dataset: bindingdb_ic50. (1) The target protein (P0AC13) has sequence MKLFAQGTSLDLSHPHVMGILNVTPDSFSDGGTHNSLIDAVKHANLMINAGATIIDVGGESTRPGAAEVSVEEELQRVIPVVEAIAQRFEVWISVDTSKPEVIRESAKVGAHIINDIRSLSEPGALEAAAETGLPVCLMHMQGNPKTMQEAPKYDDVFAEVNRYFIEQIARCEQAGIAKEKLLLDPGFGFGKNLSHNYSLLARLAEFHHFNLPLLVGMSRKSMIGQLLNVGPSERLSGSLACAVIAAMQGAHIIRVHDVKETVEAMRVVEATLSAKENKRYE. The pIC50 is 3.5. The drug is CNc1nc(N)[nH]c(=O)c1C=O. (2) The drug is CC(C)[C@H](NC(=O)[C@H](C)NC(=O)[C@H](Cc1c[nH]c2ccccc12)NC(=O)[C@H](Cc1cnc[nH]1)NC(=O)C[C@H](C)c1ccccc1)C(=O)N[C@H](C)C(=O)N[C@@H](Cc1cnc[nH]1)C(=O)N1CCC[C@@H]1CN[C@@H](Cc1ccccc1)C(N)=O. The target protein (P21729) has sequence MAPNNCSHLNLDVDPFLSCNDTFNQSLSPPKMDNWFHPGFIYVIPAVYGLIIVIGLIGNITLIKIFCTVKSMRNVPNLFISSLALGDLLLLVTCAPVDASKYLADRWLFGRIGCKLIPFIQLTSVGVSVFTLTALSADRYKAIVRPMDIQASHALMKICLKAALIWIVSMLLAIPEAVFSDLHPFHVKDTNQTFISCAPYPHSNELHPKIHSMASFLVFYVIPLAIISVYYYFIARNLIQSAYNLPVEGNIHVKKQIESRKRLAKTVLVFVGLFAFCWLPNHVIYLYRSYHYSEVDTSMLHFVTSICARLLAFTNSCVNPFALYLLSKSFRKQFNTQLLCCQPGLMNRSHSTGRSTTCMTSFKSTNPSATFSLINRNICHEGYV. The pIC50 is 9.0.